This data is from Forward reaction prediction with 1.9M reactions from USPTO patents (1976-2016). The task is: Predict the product of the given reaction. (1) Given the reactants [F:1][C:2]1[CH:7]=[CH:6][C:5]([C:8]2[CH:17]=[C:16]([CH:18]([O:26][CH2:27][CH2:28][N:29]3[CH:33]=[CH:32][N:31]=[C:30]3[CH2:34][O:35][Si](C(C)(C)C)(C3C=CC=CC=3)C3C=CC=CC=3)[C:19]3[CH:24]=[CH:23][C:22]([F:25])=[CH:21][CH:20]=3)[CH:15]=[CH:14][C:9]=2[C:10]([O:12]C)=[O:11])=[CH:4][CH:3]=1.[Na], predict the reaction product. The product is: [F:1][C:2]1[CH:7]=[CH:6][C:5]([C:8]2[CH:17]=[C:16]([CH:18]([O:26][CH2:27][CH2:28][N:29]3[CH:33]=[CH:32][N:31]=[C:30]3[CH2:34][OH:35])[C:19]3[CH:24]=[CH:23][C:22]([F:25])=[CH:21][CH:20]=3)[CH:15]=[CH:14][C:9]=2[C:10]([OH:12])=[O:11])=[CH:4][CH:3]=1. (2) Given the reactants [Br:1][C:2]1[CH:7]=[CH:6][C:5](F)=[CH:4][C:3]=1[C:9]([F:12])([F:11])[F:10].[H-].[Na+].[CH2:15]([OH:18])[CH2:16][CH3:17], predict the reaction product. The product is: [Br:1][C:2]1[CH:7]=[CH:6][C:5]([O:18][CH2:15][CH2:16][CH3:17])=[CH:4][C:3]=1[C:9]([F:12])([F:11])[F:10].